From a dataset of Catalyst prediction with 721,799 reactions and 888 catalyst types from USPTO. Predict which catalyst facilitates the given reaction. (1) Product: [CH3:13][O:12][C:10]([C:6]1[CH:5]=[C:4]2[C:9](=[CH:8][CH:7]=1)[N:1]([S:22]([C:16]1[CH:21]=[CH:20][CH:19]=[CH:18][CH:17]=1)(=[O:24])=[O:23])[CH:2]=[CH:3]2)=[O:11]. The catalyst class is: 2. Reactant: [NH:1]1[C:9]2[C:4](=[CH:5][C:6]([C:10]([O:12][CH3:13])=[O:11])=[CH:7][CH:8]=2)[CH:3]=[CH:2]1.[OH-].[K+].[C:16]1([S:22](Cl)(=[O:24])=[O:23])[CH:21]=[CH:20][CH:19]=[CH:18][CH:17]=1. (2) Reactant: [O:1]1[CH2:5][CH2:4][C@H:3]([O:6][C:7]([O:9]N2C(=O)CCC2=O)=O)[CH2:2]1.Cl.Cl.[CH3:19][C:20]1[N:24]([CH:25]2[CH2:31][CH:30]3[N:32]([CH2:33][CH2:34][C:35]4([C:41]5[CH:46]=[CH:45][CH:44]=[CH:43][CH:42]=5)[CH2:40][CH2:39][NH:38][CH2:37][CH2:36]4)[CH:27]([CH2:28][CH2:29]3)[CH2:26]2)[C:23]2[CH:47]=[CH:48][CH:49]=[CH:50][C:22]=2[N:21]=1.C(N(CC)C(C)C)(C)C. Product: [CH3:19][C:20]1[N:24]([CH:25]2[CH2:31][C@H:30]3[N:32]([CH2:33][CH2:34][C:35]4([C:41]5[CH:46]=[CH:45][CH:44]=[CH:43][CH:42]=5)[CH2:36][CH2:37][N:38]([C:7]([O:6][C@H:3]5[CH2:4][CH2:5][O:1][CH2:2]5)=[O:9])[CH2:39][CH2:40]4)[C@H:27]([CH2:28][CH2:29]3)[CH2:26]2)[C:23]2[CH:47]=[CH:48][CH:49]=[CH:50][C:22]=2[N:21]=1. The catalyst class is: 10. (3) Reactant: [CH:1]1[C:6]2[O:7][CH2:8][CH2:9][O:10][CH2:11][CH2:12][O:13][CH2:14][CH2:15][O:16][C:5]=2[CH:4]=[CH:3][C:2]=1[C:17](=[O:19])[CH3:18].[N+:20]([O-])([OH:22])=[O:21].S(=O)(=O)(O)O. Product: [N+:20]([C:3]1[C:2]([C:17](=[O:19])[CH3:18])=[CH:1][C:6]2[O:7][CH2:8][CH2:9][O:10][CH2:11][CH2:12][O:13][CH2:14][CH2:15][O:16][C:5]=2[CH:4]=1)([O-:22])=[O:21]. The catalyst class is: 34.